Dataset: Reaction yield outcomes from USPTO patents with 853,638 reactions. Task: Predict the reaction yield, written as a fraction of the theoretical maximum amount of product (1.0 means a 100% yield; for example, 0.34 means a 34% yield). (1) The reactants are [F:1][C:2]1[CH:11]=[C:10]2[C:5]([CH:6]=[CH:7][C:8](=[O:12])[NH:9]2)=[CH:4][CH:3]=1.[F:13][C:14]([F:27])([F:26])[S:15](O[S:15]([C:14]([F:27])([F:26])[F:13])(=[O:17])=[O:16])(=[O:17])=[O:16]. The catalyst is N1C=CC=CC=1. The product is [F:13][C:14]([F:27])([F:26])[S:15]([O:12][C:8]1[CH:7]=[CH:6][C:5]2[C:10](=[CH:11][C:2]([F:1])=[CH:3][CH:4]=2)[N:9]=1)(=[O:17])=[O:16]. The yield is 0.860. (2) The reactants are C([O:3][CH:4](OCC)[C:5]1[N:9]([CH3:10])[N:8]=[C:7]([CH:11]([F:13])[F:12])[N:6]=1)C.Cl. The catalyst is O. The product is [F:13][CH:11]([F:12])[C:7]1[N:6]=[C:5]([CH:4]=[O:3])[N:9]([CH3:10])[N:8]=1. The yield is 0.563. (3) The reactants are I[C:2]1[CH:7]=[CH:6][N:5]=[C:4]([S:8][CH3:9])[N:3]=1.[CH2:10]([Sn:14]([CH2:32][CH2:33][CH2:34][CH3:35])([CH2:28][CH2:29][CH2:30][CH3:31])[Sn:14]([CH2:28][CH2:29][CH2:30][CH3:31])([CH2:32][CH2:33][CH2:34][CH3:35])[CH2:10][CH2:11][CH2:12][CH3:13])[CH2:11][CH2:12][CH3:13].[F-].C([N+](CCCC)(CCCC)CCCC)CCC. The catalyst is O1CCCC1.CC([O-])=O.CC([O-])=O.C1C=CC(P(C2C=CC=CC=2)C2C=CC=CC=2)=CC=1.C1C=CC(P(C2C=CC=CC=2)C2C=CC=CC=2)=CC=1.[Pd+2]. The product is [CH3:9][S:8][C:4]1[N:3]=[C:2]([Sn:14]([CH2:28][CH2:29][CH2:30][CH3:31])([CH2:32][CH2:33][CH2:34][CH3:35])[CH2:10][CH2:11][CH2:12][CH3:13])[CH:7]=[CH:6][N:5]=1. The yield is 0.370. (4) The reactants are Br[C:2]1[CH:9]=[CH:8][C:5]([C:6]#[N:7])=[CH:4][C:3]=1[CH3:10].[N:11]1([C:17]([O:19][C:20]([CH3:23])([CH3:22])[CH3:21])=[O:18])[CH2:16][CH2:15][NH:14][CH2:13][CH2:12]1. The catalyst is C1COCC1.C1C=CC(P(C2C=CC=CC=2)[C-]2C=CC=C2)=CC=1.C1C=CC(P(C2C=CC=CC=2)[C-]2C=CC=C2)=CC=1.[Fe+2]. The product is [C:20]([O:19][C:17]([N:11]1[CH2:16][CH2:15][N:14]([C:2]2[CH:9]=[CH:8][C:5]([C:6]#[N:7])=[CH:4][C:3]=2[CH3:10])[CH2:13][CH2:12]1)=[O:18])([CH3:23])([CH3:21])[CH3:22]. The yield is 0.869. (5) The reactants are [O:1]1[CH2:5][CH2:4][CH2:3][CH2:2]1.B.CC(=C(C)C)C.C=C1C[C@@H:17]2[CH2:18][N:19]([C:21]([O:23][C:24]([CH3:27])([CH3:26])[CH3:25])=[O:22])[CH2:20][C@@H:16]2C1.[OH-].[Na+].OO. The catalyst is O1CCCC1. The product is [OH:1][CH2:5][CH:4]1[CH2:16][C@@H:17]2[CH2:18][N:19]([C:21]([O:23][C:24]([CH3:27])([CH3:26])[CH3:25])=[O:22])[CH2:20][C@@H:2]2[CH2:3]1. The yield is 0.950.